From a dataset of Catalyst prediction with 721,799 reactions and 888 catalyst types from USPTO. Predict which catalyst facilitates the given reaction. (1) Reactant: [Br:1][C:2]1[CH:3]=[CH:4][C:5]([I:11])=[C:6]([CH:10]=1)[C:7]([OH:9])=O.CCN=C=NCCCN(C)C.Cl.O.ON1C2C=CC=CC=2N=N1.[C:35]([O:39][C:40](=[O:49])[C:41]1[CH:46]=[CH:45][C:44]([CH2:47][NH2:48])=[CH:43][CH:42]=1)([CH3:38])([CH3:37])[CH3:36].C(=O)(O)[O-].[Na+]. Product: [C:35]([O:39][C:40](=[O:49])[C:41]1[CH:42]=[CH:43][C:44]([CH2:47][NH:48][C:7](=[O:9])[C:6]2[CH:10]=[C:2]([Br:1])[CH:3]=[CH:4][C:5]=2[I:11])=[CH:45][CH:46]=1)([CH3:38])([CH3:36])[CH3:37]. The catalyst class is: 35. (2) Reactant: [F:1][C:2]([F:41])([F:40])[C:3]1[CH:4]=[C:5]([C@H:13]([N:15]([CH3:39])[C:16]([N:18]2[CH2:30][CH2:29][C@:21]3([NH:25][C@@H:24]([C:26]([NH2:28])=[O:27])[CH2:23][CH2:22]3)[CH2:20][C@@H:19]2[C:31]2[CH:36]=[CH:35][C:34]([F:37])=[CH:33][C:32]=2[CH3:38])=[O:17])[CH3:14])[CH:6]=[C:7]([C:9]([F:12])([F:11])[F:10])[CH:8]=1.[ClH:42]. Product: [ClH:42].[F:41][C:2]([F:1])([F:40])[C:3]1[CH:4]=[C:5]([C@H:13]([N:15]([CH3:39])[C:16]([N:18]2[CH2:30][CH2:29][C@:21]3([NH:25][C@@H:24]([C:26]([NH2:28])=[O:27])[CH2:23][CH2:22]3)[CH2:20][C@@H:19]2[C:31]2[CH:36]=[CH:35][C:34]([F:37])=[CH:33][C:32]=2[CH3:38])=[O:17])[CH3:14])[CH:6]=[C:7]([C:9]([F:10])([F:11])[F:12])[CH:8]=1. The catalyst class is: 27. (3) Reactant: [NH2:1][C:2]1[C:10]2[C:9]([CH3:11])=[C:8]([CH3:12])[N:7]=[N:6][C:5]=2[S:4][C:3]=1[C:13]([OH:15])=O.CN(C(ON1N=NC2C=CC=NC1=2)=[N+](C)C)C.F[P-](F)(F)(F)(F)F.C(N(C(C)C)CC)(C)C.Cl.[NH:50]1[CH2:53][CH:52]([NH:54][C:55](=[O:61])[O:56][C:57]([CH3:60])([CH3:59])[CH3:58])[CH2:51]1. Product: [NH2:1][C:2]1[C:10]2[C:9]([CH3:11])=[C:8]([CH3:12])[N:7]=[N:6][C:5]=2[S:4][C:3]=1[C:13]([N:50]1[CH2:53][CH:52]([NH:54][C:55](=[O:61])[O:56][C:57]([CH3:59])([CH3:58])[CH3:60])[CH2:51]1)=[O:15]. The catalyst class is: 3. (4) Reactant: [C:1]([C:4]1[C:22](=[O:23])[C@@:8]2([CH3:24])[C:9]3[C:15]([OH:16])=[CH:14][C:13]([O:17][CH3:18])=[C:12]([C:19]([NH2:21])=[O:20])[C:10]=3[O:11][C:7]2=[CH:6][C:5]=1[OH:25])(=[O:3])[CH3:2].[CH3:26][N:27]([CH3:43])[C:28](=[O:42])[O:29][C:30]1[CH:39]=[C:38]([CH:40]=O)[C:37]2[C:32](=[CH:33][CH:34]=[CH:35][CH:36]=2)[CH:31]=1.C([SiH](CC)CC)C.FC(F)(F)C(O)=O. Product: [CH3:43][N:27]([CH3:26])[C:28](=[O:42])[O:29][C:30]1[CH:39]=[C:38]([CH2:40][NH:21][C:19]([C:12]2[C:10]3[O:11][C:7]4[C@@:8]([CH3:24])([C:22](=[O:23])[C:4]([C:1](=[O:3])[CH3:2])=[C:5]([OH:25])[CH:6]=4)[C:9]=3[C:15]([OH:16])=[CH:14][C:13]=2[O:17][CH3:18])=[O:20])[C:37]2[C:32](=[CH:33][CH:34]=[CH:35][CH:36]=2)[CH:31]=1. The catalyst class is: 10.